Dataset: Reaction yield outcomes from USPTO patents with 853,638 reactions. Task: Predict the reaction yield, written as a fraction of the theoretical maximum amount of product (1.0 means a 100% yield; for example, 0.34 means a 34% yield). (1) The yield is 0.330. The product is [C:26]([O:30][C:31]([NH:33][C:34]1[S:38][C:37]([C:39]2[C:44]([F:45])=[CH:43][CH:42]=[CH:41][C:40]=2[F:46])=[N:36][C:35]=1[C:47]([NH:1][C:2]1[CH:3]=[N:4][N:5]([CH2:21][C:22]([F:24])([F:25])[F:23])[C:6]=1[N:7]1[CH2:12][CH2:11][N:10]([C:13]([O:15][C:16]([CH3:19])([CH3:17])[CH3:18])=[O:14])[CH:9]([CH3:20])[CH2:8]1)=[O:48])=[O:32])([CH3:29])([CH3:27])[CH3:28]. The catalyst is CN(C=O)C. The reactants are [NH2:1][C:2]1[CH:3]=[N:4][N:5]([CH2:21][C:22]([F:25])([F:24])[F:23])[C:6]=1[N:7]1[CH2:12][CH2:11][N:10]([C:13]([O:15][C:16]([CH3:19])([CH3:18])[CH3:17])=[O:14])[CH:9]([CH3:20])[CH2:8]1.[C:26]([O:30][C:31]([NH:33][C:34]1[S:38][C:37]([C:39]2[C:44]([F:45])=[CH:43][CH:42]=[CH:41][C:40]=2[F:46])=[N:36][C:35]=1[C:47](O)=[O:48])=[O:32])([CH3:29])([CH3:28])[CH3:27].CN(C(ON1N=NC2C=CC=NC1=2)=[N+](C)C)C.F[P-](F)(F)(F)(F)F.O. (2) The reactants are [N:1]([C:4]1[CH:11]=[CH:10][C:7]([C:8]#[N:9])=[C:6]([CH3:12])[N:5]=1)=[C:2]=S.C(N(CC)CC)C.Cl.Cl.[NH2:22][CH2:23][C:24]1([OH:32])[CH:29]2[CH2:30][CH2:31][N:26]([CH2:27][CH2:28]2)[CH2:25]1.C(N=C=NC(C)C)(C)C. The catalyst is CN(C)C=O. The product is [N:26]12[CH2:31][CH2:30][CH:29]([CH2:28][CH2:27]1)[C@@:24]1([O:32][C:2]([NH:1][C:4]3[CH:11]=[CH:10][C:7]([C:8]#[N:9])=[C:6]([CH3:12])[N:5]=3)=[N:22][CH2:23]1)[CH2:25]2. The yield is 0.210. (3) The reactants are C([O:3][C:4]([C:6]1([C:9]2[CH:14]=[CH:13][C:12]([C:15]3[CH:20]=[CH:19][C:18]([C:21]4[S:22][C:23]([F:40])=[CH:24][C:25]=4[NH:26][C:27]([O:29][CH:30]([C:32]4[CH:37]=[C:36]([F:38])[CH:35]=[CH:34][C:33]=4[CH3:39])[CH3:31])=[O:28])=[CH:17][C:16]=3[O:41][CH3:42])=[CH:11][CH:10]=2)[CH2:8][CH2:7]1)=[O:5])C.[OH-].[Na+].Cl. The catalyst is C(O)(C)C. The product is [F:40][C:23]1[S:22][C:21]([C:18]2[CH:19]=[CH:20][C:15]([C:12]3[CH:13]=[CH:14][C:9]([C:6]4([C:4]([OH:5])=[O:3])[CH2:8][CH2:7]4)=[CH:10][CH:11]=3)=[C:16]([O:41][CH3:42])[CH:17]=2)=[C:25]([NH:26][C:27]([O:29][CH:30]([C:32]2[CH:37]=[C:36]([F:38])[CH:35]=[CH:34][C:33]=2[CH3:39])[CH3:31])=[O:28])[CH:24]=1. The yield is 0.470. (4) The reactants are [CH:1]1([CH:6]=[CH:7][C:8]([C:10]2[CH:19]=[CH:18][C:13]([C:14]([O:16]C)=[O:15])=[C:12]([O:20][CH3:21])[N:11]=2)=O)[CH2:5][CH2:4][CH2:3][CH2:2]1.[NH:22]([C:24]1[CH:31]=[CH:30][C:27]([C:28]#[N:29])=[C:26]([O:32][CH3:33])[CH:25]=1)[NH2:23].[O-]CC.[Na+]. The catalyst is C(O)C. The product is [C:28]([C:27]1[CH:30]=[CH:31][C:24]([N:22]2[CH:6]([CH:1]3[CH2:5][CH2:4][CH2:3][CH2:2]3)[CH2:7][C:8]([C:10]3[CH:19]=[CH:18][C:13]([C:14]([OH:16])=[O:15])=[C:12]([O:20][CH3:21])[N:11]=3)=[N:23]2)=[CH:25][C:26]=1[O:32][CH3:33])#[N:29]. The yield is 0.210. (5) The reactants are [C@@H:1]12[CH2:6][C@@H:5]1[CH2:4][C@H:3]([C:7](N)=[O:8])[NH:2]2.CC[O-:12].[Na+].CCO.[C:17]([O:21][C:22](O[C:22]([O:21][C:17]([CH3:20])([CH3:19])[CH3:18])=[O:23])=[O:23])([CH3:20])([CH3:19])[CH3:18].Cl. The catalyst is O.C(O)(C)C. The product is [C:17]([O:21][C:22]([N:2]1[C@H:3]([C:7]([OH:8])=[O:12])[CH2:4][C@@H:5]2[C@H:1]1[CH2:6]2)=[O:23])([CH3:20])([CH3:19])[CH3:18]. The yield is 0.790. (6) The reactants are [CH3:1][C:2]1[C:3]2[CH:12]=[CH:11][CH:10]=[CH:9][C:4]=2[S:5][C:6]=1[CH:7]=O.CN.CC(O)=O.[C:19]([BH3-])#[N:20].[Na+]. The catalyst is CO. The product is [CH3:1][C:2]1[C:3]2[CH:12]=[CH:11][CH:10]=[CH:9][C:4]=2[S:5][C:6]=1[CH2:7][NH:20][CH3:19]. The yield is 0.560.